This data is from Reaction yield outcomes from USPTO patents with 853,638 reactions. The task is: Predict the reaction yield, written as a fraction of the theoretical maximum amount of product (1.0 means a 100% yield; for example, 0.34 means a 34% yield). (1) The reactants are Br.[CH3:2][O:3][C:4](=[O:23])[C:5]1[C:10]([NH:11][C:12]2[CH:17]=[CH:16][C:15]([Br:18])=[CH:14][C:13]=2[F:19])=[C:9]([F:20])[C:8]([O:21]C)=[N:7][CH:6]=1.C(O)(=O)C. The catalyst is O. The product is [CH3:2][O:3][C:4]([C:5]1[C:10]([NH:11][C:12]2[CH:17]=[CH:16][C:15]([Br:18])=[CH:14][C:13]=2[F:19])=[C:9]([F:20])[C:8](=[O:21])[NH:7][CH:6]=1)=[O:23]. The yield is 0.970. (2) The reactants are [NH2:1][CH2:2][CH:3]([C:11]1([OH:33])[CH2:16][CH2:15][N:14]([C:17]([C:19]2[CH:24]=[C:23]([C:25]([F:28])([F:27])[F:26])[CH:22]=[C:21]([C:29]([F:32])([F:31])[F:30])[CH:20]=2)=[O:18])[CH2:13][CH2:12]1)[C:4]1[CH:9]=[CH:8][CH:7]=[C:6]([Cl:10])[CH:5]=1.[O:34]1CCC[CH2:35]1. The catalyst is O. The product is [F:31][C:29]([F:32])([F:30])[C:21]1[CH:20]=[C:19]([CH:24]=[C:23]([C:25]([F:26])([F:27])[F:28])[CH:22]=1)[C:17]([N:14]1[CH2:15][CH2:16][C:11]2([O:33][C:35](=[O:34])[NH:1][CH2:2][CH:3]2[C:4]2[CH:9]=[CH:8][CH:7]=[C:6]([Cl:10])[CH:5]=2)[CH2:12][CH2:13]1)=[O:18]. The yield is 0.690.